From a dataset of Forward reaction prediction with 1.9M reactions from USPTO patents (1976-2016). Predict the product of the given reaction. (1) Given the reactants [CH3:1][C:2]1[CH:7]=[CH:6][C:5]([S:8]([O:11][CH2:12][CH:13]2[CH2:17][C:16]3[CH:18]=[C:19]([Cl:30])[CH:20]=[C:21](OS(C(F)(F)F)(=O)=O)[C:15]=3[O:14]2)(=[O:10])=[O:9])=[CH:4][CH:3]=1.[S:31]1[CH:35]=[CH:34][C:33](B(O)O)=[CH:32]1.C(=O)([O-])[O-].[K+].[K+], predict the reaction product. The product is: [CH3:1][C:2]1[CH:3]=[CH:4][C:5]([S:8]([O:11][CH2:12][CH:13]2[CH2:17][C:16]3[CH:18]=[C:19]([Cl:30])[CH:20]=[C:21]([C:33]4[CH:34]=[CH:35][S:31][CH:32]=4)[C:15]=3[O:14]2)(=[O:10])=[O:9])=[CH:6][CH:7]=1. (2) Given the reactants C[N:2]1[C@@H:19]2[CH2:20][C:7]3[CH:8]=[CH:9][C:10]([O:22][CH3:23])=[C:11]4[O:12][C@H:13]5[C:14]([CH2:16][CH2:17][C@:18]2([OH:21])[C@:5]5([C:6]=34)[CH2:4][CH2:3]1)=[O:15].C([O-])([O-])=O.[Na+].[Na+].CC(Cl)OC(Cl)=O, predict the reaction product. The product is: [CH3:23][O:22][C:10]1[CH:9]=[CH:8][C:7]2[CH2:20][C@H:19]3[NH:2][CH2:3][CH2:4][C@:5]45[C@H:13]([C:14]([CH2:16][CH2:17][C@@:18]34[OH:21])=[O:15])[O:12][C:11]=1[C:6]=25. (3) Given the reactants [Br:1][C:2]1[CH:10]=[CH:9][C:5]([C:6]([OH:8])=O)=[C:4]([Cl:11])[CH:3]=1.[NH:12]1[CH2:15][CH2:14][CH2:13]1, predict the reaction product. The product is: [Br:1][C:2]1[CH:10]=[CH:9][C:5]([C:6]([N:12]2[CH2:15][CH2:14][CH2:13]2)=[O:8])=[C:4]([Cl:11])[CH:3]=1. (4) Given the reactants [CH:1]([C:3]1[N:7]([CH3:8])[C:6]2[C:9]([N:13]3[CH2:18][CH2:17][N:16]([C:19]([O:21][C:22]([CH3:25])([CH3:24])[CH3:23])=[O:20])[CH2:15][CH2:14]3)=[CH:10][CH:11]=[CH:12][C:5]=2[N:4]=1)=O.[CH3:26][O:27][C:28]1[CH:33]=[CH:32][C:31]([C@H:34]([NH:36][C@H:37]2[C:46]3[N:45]=[CH:44][CH:43]=[CH:42][C:41]=3[CH2:40][CH2:39][CH2:38]2)[CH3:35])=[CH:30][CH:29]=1.C(O)(=O)C.C(O[BH-](OC(=O)C)OC(=O)C)(=O)C.[Na+], predict the reaction product. The product is: [CH3:8][N:7]1[C:6]2[C:9]([N:13]3[CH2:18][CH2:17][N:16]([C:19]([O:21][C:22]([CH3:24])([CH3:23])[CH3:25])=[O:20])[CH2:15][CH2:14]3)=[CH:10][CH:11]=[CH:12][C:5]=2[N:4]=[C:3]1[CH2:1][N:36]([C@@H:34]([C:31]1[CH:30]=[CH:29][C:28]([O:27][CH3:26])=[CH:33][CH:32]=1)[CH3:35])[C@H:37]1[C:46]2[N:45]=[CH:44][CH:43]=[CH:42][C:41]=2[CH2:40][CH2:39][CH2:38]1. (5) Given the reactants [Na+].[Cl:2][C:3]1[CH:4]=[C:5]([NH:17][C:18]2[C:27]3[C:22](=[CH:23][CH:24]=[CH:25][C:26]=3[O:28][CH2:29][C:30]([O-:32])=O)[N:21]=[CH:20][N:19]=2)[CH:6]=[CH:7][C:8]=1[O:9][CH2:10][C:11]1[CH:16]=[CH:15][CH:14]=[CH:13][N:12]=1.CN(C(ON1N=[N:48][C:43]2[CH:44]=[CH:45][CH:46]=NC1=2)=[N+](C)C)C.F[P-](F)(F)(F)(F)F.CCN(C(C)C)C(C)C.C1(N)CCC1, predict the reaction product. The product is: [Cl:2][C:3]1[CH:4]=[C:5]([NH:17][C:18]2[C:27]3[C:22](=[CH:23][CH:24]=[CH:25][C:26]=3[O:28][CH2:29][C:30]([NH:48][CH:43]3[CH2:44][CH2:45][CH2:46]3)=[O:32])[N:21]=[CH:20][N:19]=2)[CH:6]=[CH:7][C:8]=1[O:9][CH2:10][C:11]1[CH:16]=[CH:15][CH:14]=[CH:13][N:12]=1. (6) Given the reactants [CH3:1][O:2][C:3]1[C:4]([CH3:11])=[N:5][C:6]([O:9][CH3:10])=[CH:7][CH:8]=1.[Br:12]N1C(=O)CCC1=O.C(O)(=O)C, predict the reaction product. The product is: [Br:12][CH2:11][C:4]1[C:3]([O:2][CH3:1])=[CH:8][CH:7]=[C:6]([O:9][CH3:10])[N:5]=1. (7) Given the reactants [NH2:1][C:2]1[S:3][C:4]([CH2:10][C:11]([F:14])([F:13])[F:12])=[CH:5][C:6]=1[C:7]([NH2:9])=[O:8].[CH2:15](OC(OCC)OCC)C, predict the reaction product. The product is: [F:13][C:11]([F:12])([F:14])[CH2:10][C:4]1[S:3][C:2]2[N:1]=[CH:15][NH:9][C:7](=[O:8])[C:6]=2[CH:5]=1.